Dataset: Catalyst prediction with 721,799 reactions and 888 catalyst types from USPTO. Task: Predict which catalyst facilitates the given reaction. (1) Reactant: [Cl:1][C:2]1[CH:8]=[C:7]([O:9][C:10]2[C:11]3[N:18]([CH3:19])[C:17]([C:20]([CH3:27])([O:22][Si:23]([CH3:26])([CH3:25])[CH3:24])[CH3:21])=[CH:16][C:12]=3[N:13]=[CH:14][N:15]=2)[CH:6]=[CH:5][C:3]=1[NH2:4].C(N(CC)CC)C.[F:35][C:36]([F:47])([F:46])[C:37]1[CH:38]=[C:39]([N:43]=[C:44]=[O:45])[CH:40]=[CH:41][CH:42]=1.O. Product: [Cl:1][C:2]1[CH:8]=[C:7]([O:9][C:10]2[C:11]3[N:18]([CH3:19])[C:17]([C:20]([CH3:27])([O:22][Si:23]([CH3:25])([CH3:24])[CH3:26])[CH3:21])=[CH:16][C:12]=3[N:13]=[CH:14][N:15]=2)[CH:6]=[CH:5][C:3]=1[NH:4][C:44]([NH:43][C:39]1[CH:40]=[CH:41][CH:42]=[C:37]([C:36]([F:35])([F:46])[F:47])[CH:38]=1)=[O:45]. The catalyst class is: 7. (2) Reactant: Cl[CH2:2][C:3]1[CH:8]=[CH:7][C:6]([O:9][CH3:10])=[CH:5][CH:4]=1.[CH:11]1([C:14]2[C:15]([N:24]3[CH2:29][CH2:28][N:27]([C:30]([O:32][C:33]([CH3:36])([CH3:35])[CH3:34])=[O:31])[CH2:26][CH2:25]3)=[C:16]3[C:22]([I:23])=[N:21][NH:20][C:17]3=[N:18][CH:19]=2)[CH2:13][CH2:12]1.C(=O)([O-])[O-].[K+].[K+].CCOC(C)=O. Product: [CH:11]1([C:14]2[C:15]([N:24]3[CH2:29][CH2:28][N:27]([C:30]([O:32][C:33]([CH3:36])([CH3:35])[CH3:34])=[O:31])[CH2:26][CH2:25]3)=[C:16]3[C:22]([I:23])=[N:21][N:20]([CH2:2][C:3]4[CH:8]=[CH:7][C:6]([O:9][CH3:10])=[CH:5][CH:4]=4)[C:17]3=[N:18][CH:19]=2)[CH2:12][CH2:13]1. The catalyst class is: 18.